This data is from Peptide-MHC class II binding affinity with 134,281 pairs from IEDB. The task is: Regression. Given a peptide amino acid sequence and an MHC pseudo amino acid sequence, predict their binding affinity value. This is MHC class II binding data. (1) The peptide sequence is ALSYYPTPLAKEDFL. The MHC is HLA-DPA10103-DPB10201 with pseudo-sequence HLA-DPA10103-DPB10201. The binding affinity (normalized) is 0.813. (2) The peptide sequence is FKKWCGMLSTKSIDL. The MHC is DRB1_0404 with pseudo-sequence DRB1_0404. The binding affinity (normalized) is 0.586. (3) The binding affinity (normalized) is 0.288. The MHC is DRB1_1101 with pseudo-sequence DRB1_1101. The peptide sequence is KGKDKWIELKESWGA. (4) The peptide sequence is ARTDLLAFTAFPKKI. The MHC is HLA-DQA10301-DQB10302 with pseudo-sequence HLA-DQA10301-DQB10302. The binding affinity (normalized) is 0.173. (5) The peptide sequence is EQQWNFAGIEAAASA. The MHC is HLA-DQA10201-DQB10202 with pseudo-sequence HLA-DQA10201-DQB10202. The binding affinity (normalized) is 0.206. (6) The peptide sequence is HKGIVIKSKKKGSTP. The MHC is DRB1_1302 with pseudo-sequence DRB1_1302. The binding affinity (normalized) is 0.217. (7) The peptide sequence is SIKAVYNFATCGIFA. The MHC is DRB1_0101 with pseudo-sequence DRB1_0101. The binding affinity (normalized) is 0.862. (8) The peptide sequence is GVTVKDVTITAPGDS. The MHC is HLA-DQA10301-DQB10302 with pseudo-sequence HLA-DQA10301-DQB10302. The binding affinity (normalized) is 0.126.